Dataset: Forward reaction prediction with 1.9M reactions from USPTO patents (1976-2016). Task: Predict the product of the given reaction. (1) Given the reactants [CH2:1]([N:8]1[C:17]2[C:12](=[CH:13][C:14](Br)=[CH:15][CH:16]=2)[CH2:11][C@H:10]([NH:19][S:20]([C:23]2[CH:28]=[CH:27][CH:26]=[CH:25][CH:24]=2)(=[O:22])=[O:21])[CH2:9]1)[C:2]1[CH:7]=[CH:6][CH:5]=[CH:4][CH:3]=1.[C:29]1(B(O)O)[CH:34]=[CH:33][CH:32]=[CH:31][CH:30]=1.C([O-])([O-])=O.[K+].[K+], predict the reaction product. The product is: [CH2:1]([N:8]1[C:17]2[C:12](=[CH:13][C:14]([C:29]3[CH:34]=[CH:33][CH:32]=[CH:31][CH:30]=3)=[CH:15][CH:16]=2)[CH2:11][C@H:10]([NH:19][S:20]([C:23]2[CH:28]=[CH:27][CH:26]=[CH:25][CH:24]=2)(=[O:22])=[O:21])[CH2:9]1)[C:2]1[CH:7]=[CH:6][CH:5]=[CH:4][CH:3]=1. (2) Given the reactants C([O:8][C:9]1[CH:18]=[C:17]2[C:12]([CH:13]=[CH:14][C:15](=[O:19])[NH:16]2)=[C:11]([CH:20]([OH:35])[CH2:21][NH:22][C:23]([CH3:34])([CH3:33])[CH2:24][C:25]2[CH:30]=[CH:29][C:28]([O:31][CH3:32])=[CH:27][CH:26]=2)[CH:10]=1)C1C=CC=CC=1, predict the reaction product. The product is: [OH:8][C:9]1[CH:18]=[C:17]2[C:12]([CH:13]=[CH:14][C:15](=[O:19])[NH:16]2)=[C:11]([CH:20]([OH:35])[CH2:21][NH:22][C:23]([CH3:33])([CH3:34])[CH2:24][C:25]2[CH:26]=[CH:27][C:28]([O:31][CH3:32])=[CH:29][CH:30]=2)[CH:10]=1. (3) Given the reactants [H-].[Li+].[Al+3].[H-].[H-].[H-].[NH2:7][C:8]1[C:13]([C:14](O)=[O:15])=[N:12][CH:11]=[CH:10][N:9]=1, predict the reaction product. The product is: [NH2:7][C:8]1[C:13]([CH2:14][OH:15])=[N:12][CH:11]=[CH:10][N:9]=1. (4) The product is: [C:15]1([CH3:25])[CH:20]=[CH:19][C:18]([S:21]([O:1][CH:2]2[CH2:7][CH2:6][CH2:5][N:4]([C:8]([O:10][C:11]([CH3:14])([CH3:13])[CH3:12])=[O:9])[CH2:3]2)(=[O:23])=[O:22])=[CH:17][CH:16]=1. Given the reactants [OH:1][CH:2]1[CH2:7][CH2:6][CH2:5][N:4]([C:8]([O:10][C:11]([CH3:14])([CH3:13])[CH3:12])=[O:9])[CH2:3]1.[C:15]1([CH3:25])[CH:20]=[CH:19][C:18]([S:21](Cl)(=[O:23])=[O:22])=[CH:17][CH:16]=1.C(N(CC)CC)C.O, predict the reaction product. (5) Given the reactants O[CH:2]1[C:11]2[N:10]=[C:9]([C:12]3[CH:17]=[CH:16][CH:15]=[CH:14][CH:13]=3)[CH:8]=[CH:7][C:6]=2[CH2:5][CH2:4][CH2:3]1.C([N:20](CC)CC)C.CS(Cl)(=O)=O.C([O-])(O)=O.[Na+].[N-]=[N+]=[N-].[Na+], predict the reaction product. The product is: [NH2:20][CH:2]1[C:11]2[N:10]=[C:9]([C:12]3[CH:17]=[CH:16][CH:15]=[CH:14][CH:13]=3)[CH:8]=[CH:7][C:6]=2[CH2:5][CH2:4][CH2:3]1. (6) Given the reactants [CH3:1][N:2]1[CH:6]=[C:5](B2OC(C)(C)C(C)(C)O2)[CH:4]=[N:3]1.Br[C:17]1[CH:18]=[N:19][C:20]([Cl:25])=[C:21]([CH:24]=1)[C:22]#[N:23].C(=O)([O-])[O-].[K+].[K+].O1CCOCC1.O, predict the reaction product. The product is: [Cl:25][C:20]1[N:19]=[CH:18][C:17]([C:5]2[CH:4]=[N:3][N:2]([CH3:1])[CH:6]=2)=[CH:24][C:21]=1[C:22]#[N:23]. (7) Given the reactants C([O:5][C:6]([C@H:8]1[CH2:12][CH2:11][CH2:10][N:9]1[C:13](=[O:38])[CH2:14][N:15]([CH2:31][C:32]1[CH:37]=[CH:36][CH:35]=[CH:34][CH:33]=1)[CH2:16][C:17]([N:19]1[CH2:23][CH2:22][CH2:21][C@@H:20]1[C:24]([O:26]C(C)(C)C)=[O:25])=[O:18])=[O:7])(C)(C)C.[F:39][C:40]([F:45])([F:44])[C:41]([OH:43])=[O:42], predict the reaction product. The product is: [F:39][C:40]([F:45])([F:44])[C:41]([OH:43])=[O:42].[CH2:31]([N:15]([CH2:14][C:13]([N:9]1[CH2:10][CH2:11][CH2:12][C@@H:8]1[C:6]([OH:7])=[O:5])=[O:38])[CH2:16][C:17]([N:19]1[CH2:23][CH2:22][CH2:21][C@@H:20]1[C:24]([OH:26])=[O:25])=[O:18])[C:32]1[CH:33]=[CH:34][CH:35]=[CH:36][CH:37]=1. (8) The product is: [CH3:25][N:26]1[CH2:30][CH2:29][CH2:28][CH:27]1[CH2:31][O:22][C:19]1[CH:18]=[CH:17][C:16]([C:8]([C:9]2[CH:14]=[CH:13][C:12]([OH:15])=[CH:11][CH:10]=2)=[C:7]([C:1]2[CH:6]=[CH:5][CH:4]=[CH:3][CH:2]=2)[CH2:23][CH3:24])=[CH:21][CH:20]=1. Given the reactants [C:1]1([C:7]([CH2:23][CH3:24])=[C:8]([C:16]2[CH:21]=[CH:20][C:19]([OH:22])=[CH:18][CH:17]=2)[C:9]2[CH:14]=[CH:13][C:12]([OH:15])=[CH:11][CH:10]=2)[CH:6]=[CH:5][CH:4]=[CH:3][CH:2]=1.[CH3:25][N:26]1[CH2:30][CH2:29][CH2:28][CH:27]1[CH2:31]O, predict the reaction product. (9) Given the reactants [OH:1][CH2:2][CH2:3][CH2:4][N:5]1[C:9]2=[N:10][CH:11]=[CH:12][C:13]([CH2:14][CH2:15][C:16]3[CH:21]=[CH:20][C:19]([O:22][C:23](=[O:28])[C:24]([CH3:27])([CH3:26])[CH3:25])=[CH:18][CH:17]=3)=[C:8]2[C:7]([O:29][C@@H:30]2[O:56][C@H:55]([CH2:57][O:58][C:59](=[O:64])[C:60]([CH3:63])([CH3:62])[CH3:61])[C@@H:47]([O:48][C:49](=[O:54])[C:50]([CH3:53])([CH3:52])[CH3:51])[C@H:39]([O:40][C:41](=[O:46])[C:42]([CH3:45])([CH3:44])[CH3:43])[C@H:31]2[O:32][C:33](=[O:38])[C:34]([CH3:37])([CH3:36])[CH3:35])=[N:6]1.C(N(CC)CC)C.[CH3:72][S:73](Cl)(=[O:75])=[O:74].Cl, predict the reaction product. The product is: [CH3:72][S:73]([O:1][CH2:2][CH2:3][CH2:4][N:5]1[C:9]2=[N:10][CH:11]=[CH:12][C:13]([CH2:14][CH2:15][C:16]3[CH:17]=[CH:18][C:19]([O:22][C:23](=[O:28])[C:24]([CH3:27])([CH3:26])[CH3:25])=[CH:20][CH:21]=3)=[C:8]2[C:7]([O:29][C@@H:30]2[O:56][C@H:55]([CH2:57][O:58][C:59](=[O:64])[C:60]([CH3:63])([CH3:62])[CH3:61])[C@@H:47]([O:48][C:49](=[O:54])[C:50]([CH3:53])([CH3:52])[CH3:51])[C@H:39]([O:40][C:41](=[O:46])[C:42]([CH3:43])([CH3:44])[CH3:45])[C@H:31]2[O:32][C:33](=[O:38])[C:34]([CH3:37])([CH3:35])[CH3:36])=[N:6]1)(=[O:75])=[O:74]. (10) The product is: [Br:1][C:2]1[CH:3]=[C:4]([NH:8][C:9](=[O:14])[C:10]([CH3:13])([CH3:12])[CH3:11])[CH:5]=[N:6][CH:7]=1. Given the reactants [Br:1][C:2]1[CH:3]=[C:4]([NH2:8])[CH:5]=[N:6][CH:7]=1.[C:9](Cl)(=[O:14])[C:10]([CH3:13])([CH3:12])[CH3:11], predict the reaction product.